Dataset: Retrosynthesis with 50K atom-mapped reactions and 10 reaction types from USPTO. Task: Predict the reactants needed to synthesize the given product. Given the product COc1ccc(-c2cc3c(C)nc(N)nc3n([C@H]3CC[C@H](O)CC3)c2=O)cn1, predict the reactants needed to synthesize it. The reactants are: COc1ccc(B(O)O)cn1.Cc1nc(N)nc2c1cc(Br)c(=O)n2[C@H]1CC[C@H](O)CC1.